The task is: Regression. Given two drug SMILES strings and cell line genomic features, predict the synergy score measuring deviation from expected non-interaction effect.. This data is from NCI-60 drug combinations with 297,098 pairs across 59 cell lines. (1) Drug 1: CC1=C(C(CCC1)(C)C)C=CC(=CC=CC(=CC(=O)O)C)C. Drug 2: N.N.Cl[Pt+2]Cl. Cell line: HS 578T. Synergy scores: CSS=19.9, Synergy_ZIP=-5.41, Synergy_Bliss=0.782, Synergy_Loewe=-1.75, Synergy_HSA=2.46. (2) Drug 1: CC1C(C(CC(O1)OC2CC(OC(C2O)C)OC3=CC4=CC5=C(C(=O)C(C(C5)C(C(=O)C(C(C)O)O)OC)OC6CC(C(C(O6)C)O)OC7CC(C(C(O7)C)O)OC8CC(C(C(O8)C)O)(C)O)C(=C4C(=C3C)O)O)O)O. Drug 2: C1=NC2=C(N=C(N=C2N1C3C(C(C(O3)CO)O)F)Cl)N. Cell line: CCRF-CEM. Synergy scores: CSS=64.3, Synergy_ZIP=-7.57, Synergy_Bliss=-11.6, Synergy_Loewe=-12.7, Synergy_HSA=-10.1. (3) Drug 1: CN(C)N=NC1=C(NC=N1)C(=O)N. Drug 2: CCC(=C(C1=CC=CC=C1)C2=CC=C(C=C2)OCCN(C)C)C3=CC=CC=C3.C(C(=O)O)C(CC(=O)O)(C(=O)O)O. Cell line: MOLT-4. Synergy scores: CSS=35.7, Synergy_ZIP=19.1, Synergy_Bliss=21.2, Synergy_Loewe=20.9, Synergy_HSA=21.3. (4) Drug 1: CC1C(C(CC(O1)OC2CC(CC3=C2C(=C4C(=C3O)C(=O)C5=C(C4=O)C(=CC=C5)OC)O)(C(=O)C)O)N)O.Cl. Drug 2: CC1=C2C(C(=O)C3(C(CC4C(C3C(C(C2(C)C)(CC1OC(=O)C(C(C5=CC=CC=C5)NC(=O)C6=CC=CC=C6)O)O)OC(=O)C7=CC=CC=C7)(CO4)OC(=O)C)O)C)OC(=O)C. Cell line: HL-60(TB). Synergy scores: CSS=35.4, Synergy_ZIP=-4.62, Synergy_Bliss=-7.73, Synergy_Loewe=-14.6, Synergy_HSA=-7.17. (5) Drug 1: CN1C2=C(C=C(C=C2)N(CCCl)CCCl)N=C1CCCC(=O)O.Cl. Drug 2: CC1CCC2CC(C(=CC=CC=CC(CC(C(=O)C(C(C(=CC(C(=O)CC(OC(=O)C3CCCCN3C(=O)C(=O)C1(O2)O)C(C)CC4CCC(C(C4)OC)O)C)C)O)OC)C)C)C)OC. Cell line: RPMI-8226. Synergy scores: CSS=-6.30, Synergy_ZIP=4.94, Synergy_Bliss=5.25, Synergy_Loewe=-2.47, Synergy_HSA=-2.67. (6) Drug 1: C1=NC(=NC(=O)N1C2C(C(C(O2)CO)O)O)N. Drug 2: CC1CCC2CC(C(=CC=CC=CC(CC(C(=O)C(C(C(=CC(C(=O)CC(OC(=O)C3CCCCN3C(=O)C(=O)C1(O2)O)C(C)CC4CCC(C(C4)OC)OCCO)C)C)O)OC)C)C)C)OC. Cell line: U251. Synergy scores: CSS=5.22, Synergy_ZIP=-3.10, Synergy_Bliss=2.66, Synergy_Loewe=-6.85, Synergy_HSA=-4.06. (7) Drug 1: C1=CC(=CC=C1CC(C(=O)O)N)N(CCCl)CCCl.Cl. Drug 2: CC1CCCC2(C(O2)CC(NC(=O)CC(C(C(=O)C(C1O)C)(C)C)O)C(=CC3=CSC(=N3)C)C)C. Cell line: OVCAR-4. Synergy scores: CSS=-8.81, Synergy_ZIP=1.55, Synergy_Bliss=-2.92, Synergy_Loewe=-7.70, Synergy_HSA=-6.71. (8) Drug 1: CS(=O)(=O)C1=CC(=C(C=C1)C(=O)NC2=CC(=C(C=C2)Cl)C3=CC=CC=N3)Cl. Synergy scores: CSS=24.3, Synergy_ZIP=1.86, Synergy_Bliss=3.91, Synergy_Loewe=-7.07, Synergy_HSA=4.95. Cell line: HCT-15. Drug 2: CC1OCC2C(O1)C(C(C(O2)OC3C4COC(=O)C4C(C5=CC6=C(C=C35)OCO6)C7=CC(=C(C(=C7)OC)O)OC)O)O. (9) Drug 2: CS(=O)(=O)C1=CC(=C(C=C1)C(=O)NC2=CC(=C(C=C2)Cl)C3=CC=CC=N3)Cl. Drug 1: CNC(=O)C1=CC=CC=C1SC2=CC3=C(C=C2)C(=NN3)C=CC4=CC=CC=N4. Cell line: SF-268. Synergy scores: CSS=0.950, Synergy_ZIP=1.68, Synergy_Bliss=4.63, Synergy_Loewe=-2.11, Synergy_HSA=0.533. (10) Drug 1: C1=C(C(=O)NC(=O)N1)F. Drug 2: CC1=C2C(C(=O)C3(C(CC4C(C3C(C(C2(C)C)(CC1OC(=O)C(C(C5=CC=CC=C5)NC(=O)OC(C)(C)C)O)O)OC(=O)C6=CC=CC=C6)(CO4)OC(=O)C)O)C)O. Cell line: MDA-MB-435. Synergy scores: CSS=65.4, Synergy_ZIP=2.87, Synergy_Bliss=1.60, Synergy_Loewe=-5.30, Synergy_HSA=6.65.